The task is: Regression. Given a peptide amino acid sequence and an MHC pseudo amino acid sequence, predict their binding affinity value. This is MHC class I binding data.. This data is from Peptide-MHC class I binding affinity with 185,985 pairs from IEDB/IMGT. (1) The peptide sequence is RNPYENILYK. The MHC is HLA-A11:01 with pseudo-sequence HLA-A11:01. The binding affinity (normalized) is 0.246. (2) The MHC is HLA-B38:01 with pseudo-sequence HLA-B38:01. The binding affinity (normalized) is 0.864. The peptide sequence is HHINVELSL. (3) The peptide sequence is TIPAHQTYVV. The MHC is Mamu-A01 with pseudo-sequence Mamu-A01. The binding affinity (normalized) is 0.463. (4) The peptide sequence is TAYCPLQHW. The MHC is HLA-A01:01 with pseudo-sequence HLA-A01:01. The binding affinity (normalized) is 0.213. (5) The peptide sequence is MTSTRTIIL. The MHC is HLA-A02:03 with pseudo-sequence HLA-A02:03. The binding affinity (normalized) is 0.378.